Task: Regression. Given a peptide amino acid sequence and an MHC pseudo amino acid sequence, predict their binding affinity value. This is MHC class I binding data.. Dataset: Peptide-MHC class I binding affinity with 185,985 pairs from IEDB/IMGT The peptide sequence is GVFPINESF. The MHC is HLA-B35:01 with pseudo-sequence HLA-B35:01. The binding affinity (normalized) is 0.492.